This data is from Reaction yield outcomes from USPTO patents with 853,638 reactions. The task is: Predict the reaction yield, written as a fraction of the theoretical maximum amount of product (1.0 means a 100% yield; for example, 0.34 means a 34% yield). (1) The reactants are Cl[C:2]1[C:3]([C:16]2[CH:21]=[CH:20][C:19]([F:22])=[CH:18][CH:17]=2)=[N:4][C:5]2[C:10]([N:11]=1)=[CH:9][C:8]([C:12]([O:14][CH3:15])=[O:13])=[CH:7][CH:6]=2.CC[N:25](C(C)C)[CH:26]([CH3:28])[CH3:27].CC(N)C. The catalyst is CS(C)=O.O. The product is [F:22][C:19]1[CH:20]=[CH:21][C:16]([C:3]2[C:2]([NH:25][CH:26]([CH3:28])[CH3:27])=[N:11][C:10]3[C:5](=[CH:6][CH:7]=[C:8]([C:12]([O:14][CH3:15])=[O:13])[CH:9]=3)[N:4]=2)=[CH:17][CH:18]=1. The yield is 0.440. (2) The reactants are Br[C:2]1[CH:18]=[CH:17][C:5]2[N:6]3[C:10]([CH2:11][CH2:12][O:13][C:4]=2[CH:3]=1)=[CH:9][C:8]([C:14]([OH:16])=O)=[N:7]3.[CH:19]([NH:22][CH2:23][CH2:24][OH:25])([CH3:21])[CH3:20].C(N(CC)CC)C. The catalyst is [Pd]. The product is [OH:25][CH2:24][CH2:23][N:22]([CH:19]([CH3:21])[CH3:20])[C:14]([C:8]1[CH:9]=[C:10]2[N:6]([C:5]3[CH:17]=[CH:18][CH:2]=[CH:3][C:4]=3[O:13][CH2:12][CH2:11]2)[N:7]=1)=[O:16]. The yield is 0.680. (3) The reactants are Br[C:2]1[CH:24]=[C:23]([O:25][CH3:26])[C:22]([O:27][CH2:28][C:29]2[CH:34]=[CH:33][C:32]([O:35][CH3:36])=[CH:31][CH:30]=2)=[CH:21][C:3]=1[C:4](/[C:6](=[CH:12]/[NH:13][C@@H:14]([C:17]([CH3:20])([CH3:19])[CH3:18])[CH2:15][OH:16])/[C:7]([O:9][CH2:10][CH3:11])=[O:8])=[O:5].C([O-])([O-])=O.[Cs+].[Cs+].[F-].[Cs+]. The catalyst is CN(C=O)C. The product is [OH:16][CH2:15][C@@H:14]([N:13]1[C:2]2[C:3](=[CH:21][C:22]([O:27][CH2:28][C:29]3[CH:34]=[CH:33][C:32]([O:35][CH3:36])=[CH:31][CH:30]=3)=[C:23]([O:25][CH3:26])[CH:24]=2)[C:4](=[O:5])[C:6]([C:7]([O:9][CH2:10][CH3:11])=[O:8])=[CH:12]1)[C:17]([CH3:20])([CH3:18])[CH3:19]. The yield is 0.690. (4) The reactants are [F:1][C:2]1[CH:3]=[C:4]([CH:6]=[C:7]([F:9])[CH:8]=1)[NH2:5].[Cl:10][C:11]1[CH:16]=[CH:15][C:14]([C:17]2[C:18](=[O:31])[N:19]([CH2:27][C:28](Cl)=[O:29])[C:20]3([CH2:26][CH2:25][CH2:24][CH2:23][CH2:22]3)[N:21]=2)=[CH:13][CH:12]=1.C(N(CC)CC)C.C(=O)([O-])O.[Na+]. The catalyst is C(Cl)Cl. The product is [Cl:10][C:11]1[CH:12]=[CH:13][C:14]([C:17]2[C:18](=[O:31])[N:19]([CH2:27][C:28]([NH:5][C:4]3[CH:3]=[C:2]([F:1])[CH:8]=[C:7]([F:9])[CH:6]=3)=[O:29])[C:20]3([CH2:26][CH2:25][CH2:24][CH2:23][CH2:22]3)[N:21]=2)=[CH:15][CH:16]=1. The yield is 0.280.